Dataset: Drug-target binding data from BindingDB using IC50 measurements. Task: Regression. Given a target protein amino acid sequence and a drug SMILES string, predict the binding affinity score between them. We predict pIC50 (pIC50 = -log10(IC50 in M); higher means more potent). Dataset: bindingdb_ic50. (1) The drug is Cc1ccc(NC(=O)Nc2cc(C(F)(F)F)ccc2F)cc1Nc1ccc2c(c1)NC(=O)/C2=C\c1ccc[nH]1. The target protein (P54763) has sequence MAVRRLGAALLLLPLLAAVEETLMDSTTATAELGWMVHPPSGWEEVSGYDENMNTIRTYQVCNVFESSQNNWLRTKFIRRRGAHRIHVEMKFSVRDCSSIPSVPGSCKETFNLYYYEADFDLATKTFPNWMENPWVKVDTIAADESFSQVDLGGRVMKINTEVRSFGPVSRNGFYLAFQDYGGCMSLIAVRVFYRKCPRIIQNGAIFQETLSGAESTSLVAARGSCIANAEEVDVPIKLYCNGDGEWLVPIGRCMCKAGFEAVENGTVCRGCPSGTFKANQGDEACTHCPINSRTTSEGATNCVCRNGYYRADLDPLDMPCTTIPSAPQAVISSVNETSLMLEWTPPRDSGGREDLVYNIICKSCGSGRGACTRCGDNVQYAPRQLGLTEPRIYISDLLAHTQYTFEIQAVNGVTDQSPFSPQFASVNITTNQAAPSAVSIMHQVSRTVDSITLSWSQPDQPNGVILDYELQYYEKELSEYNATAIKSPTNTVTVQGLKA.... The pIC50 is 5.2. (2) The compound is Cn1c(SCCCN2CC3CCN(c4ccc(F)cc4)C3C2)nnc1-c1cc[nH]c(=O)c1. The target protein (P40989) has sequence MSYNDPNLNGQYYSNGDGTGDGNYPTYQVTQDQSAYDEYGQPIYTQNQLDDGYYDPNEQYVDGTQFPQGQDPSQDQGPYNNDASYYNQPPNMMNPSSQDGENFSDFSSYGPPSGTYPNDQYTPSQMSYPDQDGSSGASTPYGNGVVNGNGQYYDPNAIEMALPNDPYPAWTADPQSPLPIEQIEDIFIDLTNKFGFQRDSMRNMFDHFMTLLDSRSSRMSPEQALLSLHADYIGGDTANYKKWYFAAQLDMDDEIGFRNMKLGKLSRKARKAKKKNKKAMQEASPEDTEETLNQIEGDNSLEAADFRWKSKMNQLSPFEMVRQIALFLLCWGEANQVRFTPECLCFIYKCASDYLDSAQCQQRPDPLPEGDFLNRVITPLYRFIRSQVYEIVDGRYVKSEKDHNKVIGYDDVNQLFWYPEGIAKIVMEDGTRLIDLPAEERYLKLGEIPWDDVFFKTYKETRSWLHLVTNFNRIWIMHISVYWMYCAYNAPTFYTHNYQQ.... The pIC50 is 5.3. (3) The small molecule is Cc1ccc(CO)cc1N(C)c1ccnc(Nc2cc(N3CCOCC3)cc(S(C)(=O)=O)c2)n1. The target protein (Q13153) has sequence MSNNGLDIQDKPPAPPMRNTSTMIGAGSKDAGTLNHGSKPLPPNPEEKKKKDRFYRSILPGDKTNKKKEKERPEISLPSDFEHTIHVGFDAVTGEFTGMPEQWARLLQTSNITKSEQKKNPQAVLDVLEFYNSKKTSNSQKYMSFTDKSAEDYNSSNALNVKAVSETPAVPPVSEDEDDDDDDATPPPVIAPRPEHTKSVYTRSVIEPLPVTPTRDVATSPISPTENNTTPPDALTRNTEKQKKKPKMSDEEILEKLRSIVSVGDPKKKYTRFEKIGQGASGTVYTAMDVATGQEVAIKQMNLQQQPKKELIINEILVMRENKNPNIVNYLDSYLVGDELWVVMEYLAGGSLTDVVTETCMDEGQIAAVCRECLQALEFLHSNQVIHRDIKSDNILLGMDGSVKLTDFGFCAQITPEQSKRSTMVGTPYWMAPEVVTRKAYGPKVDIWSLGIMAIEMIEGEPPYLNENPLRALYLIATNGTPELQNPEKLSAIFRDFLNR.... The pIC50 is 7.0. (4) The pIC50 is 8.4. The target protein sequence is FLDGIDKAQDEHEKYHSNWRAMASDFNLPPVVAKEIVASCDKCQLKGEAMHGQVDCSPGIWQLDCTHLEGKVILVAVHVASGYIEAEVIPAETGQETAYFLLKLAGRWPVKTIHTDNGSNFTGATVRAACWWAGIKQEFGIPYNPQSQGVVESMNKELKKIIGQVRDQAEHLKTAVQMAVFIHNFKRKGGIGGYSAGERIVDIIATDIQTKELQKQITKIQNFRVYYRDSRNPLWKGPAKLLWKGEGAVVIQDNSDIKVVPRRKAKIIRDYGKQMAGDDCVASRQDED. The drug is CC(C)NC(=O)c1ccc(-c2nc(-c3nnc(Cc4ccc(F)cc4)o3)c(O)c3ncccc23)cc1. (5) The drug is O=C1NC(=O)C(c2cn(CCCN3CCOCC3)c3ccccc23)=C1c1c[nH]c2ccccc12. The pIC50 is 5.7. The target protein (P18688) has sequence MRSRSNSGVRLDSYARLVQQTILCHQNPVTGLLPASYDQKDAWVRDNVYSILAVWGLGLAYRKNADRDEDKAKAYELEQSVVKLMRGLLHCMIRQVDKVESFKYSQSTKDSLHAKYNTKTCATVVGDDQWGHLQLDATSVYLLFLAQMTASGLHIIHSLDEVNFIQNLVFYIEAAYKTADFGIWERGDKTNQGISELNASSVGMAKAALEALDELDLFGVKGGPQSVIHVLADEVQHCQSILNSLLPRASTSKEVDASLLSVISFPAFAVEDSKLVEITKQEIITKLQGRYGCCRFLRDGYKTPKEDPNRLYYEPAELKLFENIECEWPLFWTYFILDGVFSGNAEQVQEYREALEAVLIKGKNGVPLLPELYSVPPDKVDEEYQNPHTVDRVPMGKLPHMWGQSLYILGSLMAEGFLAPGEIDPLNRRFSTVPKPDVVVQVSILAETEEIKAILKDKGINVETIAEVYPIRVQPARILSHIYSSLGCNNRMKLSGRPYR....